The task is: Predict the reactants needed to synthesize the given product.. This data is from Full USPTO retrosynthesis dataset with 1.9M reactions from patents (1976-2016). (1) Given the product [Cl:1][C:2]1[CH:3]=[CH:4][C:5]([CH2:8][O:9][C:10]2[CH:15]=[CH:14][N:13]([C:16]3[CH:21]=[CH:20][C:19]4[C:22]5[CH2:23][NH:24][CH2:25][CH2:26][CH2:27][C:28]=5[O:29][C:18]=4[CH:17]=3)[C:12](=[O:37])[CH:11]=2)=[N:6][CH:7]=1, predict the reactants needed to synthesize it. The reactants are: [Cl:1][C:2]1[CH:3]=[CH:4][C:5]([CH2:8][O:9][C:10]2[CH:15]=[CH:14][N:13]([C:16]3[CH:21]=[CH:20][C:19]4[C:22]5[CH2:23][N:24](C(OC(C)(C)C)=O)[CH2:25][CH2:26][CH2:27][C:28]=5[O:29][C:18]=4[CH:17]=3)[C:12](=[O:37])[CH:11]=2)=[N:6][CH:7]=1.Cl.C([O-])(O)=O.[Na+]. (2) Given the product [NH2:3][CH2:12][CH2:13][CH2:14][CH2:15][CH2:16][O:17][C:18]1[CH:23]=[CH:22][C:21]([C:24]2[CH:29]=[CH:28][C:27]([C:30]([O:32][CH2:33][CH3:34])=[O:31])=[CH:26][CH:25]=2)=[CH:20][C:19]=1[C:35]1[CH:44]=[CH:43][C:42]2[C:41]([CH3:46])([CH3:45])[CH2:40][CH2:39][C:38]([CH3:47])([CH3:48])[C:37]=2[CH:36]=1, predict the reactants needed to synthesize it. The reactants are: O=C1C2C(=CC=CC=2)C(=O)[N:3]1[CH2:12][CH2:13][CH2:14][CH2:15][CH2:16][O:17][C:18]1[CH:23]=[CH:22][C:21]([C:24]2[CH:29]=[CH:28][C:27]([C:30]([O:32][CH2:33][CH3:34])=[O:31])=[CH:26][CH:25]=2)=[CH:20][C:19]=1[C:35]1[CH:44]=[CH:43][C:42]2[C:41]([CH3:46])([CH3:45])[CH2:40][CH2:39][C:38]([CH3:48])([CH3:47])[C:37]=2[CH:36]=1.O.NN. (3) The reactants are: [Se:1]1[CH:5]=[CH:4][CH:3]=[C:2]1[CH:6]=O.[N:8]([CH2:11][C:12]([O:14][CH3:15])=[O:13])=[N+:9]=[N-:10].C[O-].[Na+].C(OCC)(=O)C. Given the product [N:8](/[C:11](=[CH:6]\[C:2]1[Se:1][CH:5]=[CH:4][CH:3]=1)/[C:12]([O:14][CH3:15])=[O:13])=[N+:9]=[N-:10], predict the reactants needed to synthesize it. (4) Given the product [NH2:24][C:9]1[N:8]=[C:7]([O:6][CH2:5][CH2:4][CH:1]2[CH2:3][CH2:2]2)[N:15]=[C:14]2[C:10]=1[NH:11][C:12](=[O:22])[N:13]2[CH2:16][CH:17]1[CH2:21][CH2:20][O:19][CH2:18]1, predict the reactants needed to synthesize it. The reactants are: [CH:1]1([CH2:4][CH2:5][O:6][C:7]2[N:15]=[C:14]3[C:10]([N:11]=[C:12]([O:22]C)[N:13]3[CH2:16][CH:17]3[CH2:21][CH2:20][O:19][CH2:18]3)=[C:9]([NH2:24])[N:8]=2)[CH2:3][CH2:2]1.Cl.C(O)C.O. (5) Given the product [CH:37]1([S:34]([C:31]2[CH:32]=[CH:33][C:28]([CH:20]([C:17]3[NH:16][C:15]([C:12]4[N:13]=[CH:14][C:9]([OH:8])=[CH:10][CH:11]=4)=[CH:19][CH:18]=3)[CH2:21][CH:22]3[CH2:27][CH2:26][O:25][CH2:24][CH2:23]3)=[CH:29][CH:30]=2)(=[O:36])=[O:35])[CH2:39][CH2:38]1, predict the reactants needed to synthesize it. The reactants are: C([O:8][C:9]1[CH:10]=[CH:11][C:12]([C:15]2[NH:16][C:17]([CH:20]([C:28]3[CH:33]=[CH:32][C:31]([S:34]([CH:37]4[CH2:39][CH2:38]4)(=[O:36])=[O:35])=[CH:30][CH:29]=3)[CH2:21][CH:22]3[CH2:27][CH2:26][O:25][CH2:24][CH2:23]3)=[CH:18][CH:19]=2)=[N:13][CH:14]=1)C1C=CC=CC=1.C(O)C. (6) The reactants are: C[O:2][C:3]([C:5]1[CH:9]=[CH:8][N:7]([CH3:10])[C:6]=1[C:11]([C:14]([O:16][CH3:17])=[O:15])=[CH:12][NH2:13])=O.CC(C)([O-])C.[Na+]. Given the product [CH3:17][O:16][C:14]([C:11]1[C:6]2[N:7]([CH3:10])[CH:8]=[CH:9][C:5]=2[C:3](=[O:2])[NH:13][CH:12]=1)=[O:15], predict the reactants needed to synthesize it. (7) Given the product [CH:1]([O:4][C:5](=[O:31])[C:6]1[CH:11]=[CH:10][C:9]([C:12]#[C:13][C:14]2[CH:19]=[CH:18][C:17]([CH:20]([C:21]([OH:23])=[O:22])[CH3:33])=[CH:16][CH:15]=2)=[CH:8][C:7]=1[CH2:25][N:26]([CH:28]1[CH2:29][CH2:30]1)[CH3:27])([CH3:2])[CH3:3], predict the reactants needed to synthesize it. The reactants are: [CH:1]([O:4][C:5](=[O:31])[C:6]1[CH:11]=[CH:10][C:9]([C:12]#[C:13][C:14]2[CH:19]=[CH:18][C:17]([CH2:20][C:21]([O:23]C)=[O:22])=[CH:16][CH:15]=2)=[CH:8][C:7]=1[CH2:25][N:26]([CH:28]1[CH2:30][CH2:29]1)[CH3:27])([CH3:3])[CH3:2].O1CCC[CH2:33]1.O.O.[OH-].[Li+]. (8) Given the product [Cl:1][C:2]1[CH:7]=[CH:6][C:5]([NH:8][C:9]2[C:10]([C:19]3[O:20][CH:24]=[N:22][N:21]=3)=[CH:11][C:12]3[NH:16][CH:15]=[N:14][C:13]=3[C:17]=2[F:18])=[C:4]([CH3:23])[CH:3]=1, predict the reactants needed to synthesize it. The reactants are: [Cl:1][C:2]1[CH:7]=[CH:6][C:5]([NH:8][C:9]2[C:10]([C:19]([NH:21][NH2:22])=[O:20])=[CH:11][C:12]3[NH:16][CH:15]=[N:14][C:13]=3[C:17]=2[F:18])=[C:4]([CH3:23])[CH:3]=1.[CH:24](OCC)(OCC)OCC.CC1C=CC(S(O)(=O)=O)=CC=1.O. (9) The reactants are: Cl[C:2]1[C:7]2=[CH:8][N:9]([C:11]3[C:18]([F:19])=[CH:17][CH:16]=[CH:15][C:12]=3[C:13]#[N:14])[N:10]=[C:6]2[C:5]([F:20])=[CH:4][N:3]=1.[Br:21][Si](C)(C)C. Given the product [Br:21][C:2]1[C:7]2=[CH:8][N:9]([C:11]3[C:18]([F:19])=[CH:17][CH:16]=[CH:15][C:12]=3[C:13]#[N:14])[N:10]=[C:6]2[C:5]([F:20])=[CH:4][N:3]=1, predict the reactants needed to synthesize it.